Dataset: Full USPTO retrosynthesis dataset with 1.9M reactions from patents (1976-2016). Task: Predict the reactants needed to synthesize the given product. (1) Given the product [Br:1][C:2]1[CH:3]=[CH:4][C:5]([O:11][CH:12]([F:13])[F:14])=[C:6]([O:9][CH3:10])[C:7]=1[O:8][CH2:22][C:23]1[CH:24]=[CH:25][C:26]([S:29]([CH3:32])(=[O:31])=[O:30])=[CH:27][CH:28]=1, predict the reactants needed to synthesize it. The reactants are: [Br:1][C:2]1[C:7]([OH:8])=[C:6]([O:9][CH3:10])[C:5]([O:11][CH:12]([F:14])[F:13])=[CH:4][CH:3]=1.C(=O)([O-])[O-].[K+].[K+].Br[CH2:22][C:23]1[CH:28]=[CH:27][C:26]([S:29]([CH3:32])(=[O:31])=[O:30])=[CH:25][CH:24]=1. (2) Given the product [CH3:21][C:18]1[O:17][C:16]([C:14]2[O:15][C:11]3[CH:10]=[CH:9][CH:8]=[C:7]([N:86]4[CH2:85][CH2:84][N:83]([C:76]([O:78][C:79]([CH3:82])([CH3:81])[CH3:80])=[O:77])[CH2:88][CH2:87]4)[C:12]=3[CH:13]=2)=[N:20][N:19]=1, predict the reactants needed to synthesize it. The reactants are: FC(F)(F)S(O[C:7]1[C:12]2[CH:13]=[C:14]([C:16]3[O:17][C:18]([CH3:21])=[N:19][N:20]=3)[O:15][C:11]=2[CH:10]=[CH:9][CH:8]=1)(=O)=O.C([O-])([O-])=O.[Cs+].[Cs+].C1C=CC(P(C2C=CC3C(=CC=CC=3)C=2C2C3C(=CC=CC=3)C=CC=2P(C2C=CC=CC=2)C2C=CC=CC=2)C2C=CC=CC=2)=CC=1.[C:76]([N:83]1[CH2:88][CH2:87][NH:86][CH2:85][CH2:84]1)([O:78][C:79]([CH3:82])([CH3:81])[CH3:80])=[O:77].[NH4+].[Cl-]. (3) Given the product [S:1]1[CH:5]=[CH:4][CH:3]=[C:2]1[S:6]([N:9]1[CH2:14][CH2:13][N:12]([C:15]2[CH:20]=[CH:19][C:18]([C@:21]([OH:27])([CH3:26])[C:22]([F:25])([F:24])[F:23])=[CH:17][CH:16]=2)[C@@H:11]([CH2:28][N:29]2[C@H:34]3[C@H:35]([OH:37])[CH2:36][C@@H:30]2[CH2:31][O:32][CH2:33]3)[CH2:10]1)(=[O:7])=[O:8], predict the reactants needed to synthesize it. The reactants are: [S:1]1[CH:5]=[CH:4][CH:3]=[C:2]1[S:6]([N:9]1[CH2:14][CH2:13][N:12]([C:15]2[CH:20]=[CH:19][C:18]([C@@:21]([OH:27])([CH3:26])[C:22]([F:25])([F:24])[F:23])=[CH:17][CH:16]=2)[C@@H:11]([CH2:28][N:29]2[C@H:34]3[C@H:35]([OH:37])[CH2:36][C@@H:30]2[CH2:31][O:32][CH2:33]3)[CH2:10]1)(=[O:8])=[O:7].S1C=CC=C1S(N1CCN(C2C=CC([C@](O)(C)C(F)(F)F)=CC=2)[C@@H](CN2[C@@H]3[C@@H](O)C[C@H]2COC3)C1)(=O)=O.S1C=CC=C1S(N1CCN(C2C=CC([C@@](O)(C)C(F)(F)F)=CC=2)[C@@H](CN2[C@@H]3[C@@H](O)C[C@H]2COC3)C1)(=O)=O. (4) Given the product [Br:1][C:2]1[CH:7]=[N:6][C:5]([C:8]2[CH:9]=[CH:10][C:11]([CH2:14][C@H:15]([NH:23][C:24]([C:26]3[S:27][C:28]([C:31]([CH3:34])([CH3:33])[CH3:32])=[CH:29][CH:30]=3)=[O:25])[C:16]([OH:18])=[O:17])=[CH:12][CH:13]=2)=[N:4][CH:3]=1, predict the reactants needed to synthesize it. The reactants are: [Br:1][C:2]1[CH:3]=[N:4][C:5]([C:8]2[CH:13]=[CH:12][C:11]([CH2:14][C@H:15]([NH:23][C:24]([C:26]3[S:27][C:28]([C:31]([CH3:34])([CH3:33])[CH3:32])=[CH:29][CH:30]=3)=[O:25])[C:16]([O:18]CCCC)=[O:17])=[CH:10][CH:9]=2)=[N:6][CH:7]=1.C(O)(C(F)(F)F)=O. (5) Given the product [F:1][C:2]1[CH:3]=[C:4]([C:19]([C:20]2[CH:21]=[CH:22][CH:23]=[CH:24][C:25]=2[C:17]([OH:27])=[O:18])=[O:26])[C:5]([CH3:12])=[C:6]2[C:11]=1[O:10][CH2:9][CH2:8][CH2:7]2, predict the reactants needed to synthesize it. The reactants are: [F:1][C:2]1[CH:3]=[CH:4][C:5]([CH3:12])=[C:6]2[C:11]=1[O:10][CH2:9][CH2:8][CH2:7]2.[Cl-].[Al+3].[Cl-].[Cl-].[C:17]1(=[O:27])[C:25]2[C:20](=[CH:21][CH:22]=[CH:23][CH:24]=2)[C:19](=[O:26])[O:18]1.O. (6) Given the product [OH:36][C:33]1[CH:32]=[CH:31][C:30]([C:27]2[CH2:28][CH2:29][N:25]([C:19](=[O:23])[CH2:20][C:7]3[CH:6]=[CH:5][CH:4]=[CH:3][C:2]=3[CH2:1][O:8][C:9]3[CH:10]=[CH:11][CH:12]=[CH:13][CH:14]=3)[N:26]=2)=[CH:35][CH:34]=1, predict the reactants needed to synthesize it. The reactants are: [CH2:1]([O:8][C:9]1[CH:14]=[CH:13][CH:12]=[CH:11][C:10]=1CC(O)=O)[C:2]1[CH:7]=[CH:6][CH:5]=[CH:4][CH:3]=1.[C:19](Cl)(=[O:23])[C:20](Cl)=O.[NH:25]1[CH2:29][CH2:28][C:27]([C:30]2[CH:35]=[CH:34][C:33]([OH:36])=[CH:32][CH:31]=2)=[N:26]1. (7) Given the product [C:12]1([CH:15]([CH3:17])[CH3:16])[CH:13]=[CH:14][C:9]([CH3:8])=[CH:10][CH:11]=1, predict the reactants needed to synthesize it. The reactants are: C(N)CN.[Na].[H][H].[CH3:8][C:9]1[CH2:14][CH2:13][CH:12]([C:15]([CH3:17])=[CH2:16])[CH2:11][CH:10]=1.